Dataset: Forward reaction prediction with 1.9M reactions from USPTO patents (1976-2016). Task: Predict the product of the given reaction. (1) Given the reactants [NH2:1][C:2]1[CH:7]=[CH:6][C:5]([S:8][C:9]#N)=[CH:4][C:3]=1[F:11].O.[S-2].[Na+].[Na+].CI, predict the reaction product. The product is: [F:11][C:3]1[CH:4]=[C:5]([S:8][CH3:9])[CH:6]=[CH:7][C:2]=1[NH2:1]. (2) The product is: [C:12]1([C:3]2[C:2]3[N:1]=[CH:19][NH:18][C:7](=[O:9])[C:6]=3[NH:5][N:4]=2)[CH:13]=[CH:14][CH:15]=[CH:16][CH:17]=1. Given the reactants [NH2:1][C:2]1[C:3]([C:12]2[CH:17]=[CH:16][CH:15]=[CH:14][CH:13]=2)=[N:4][NH:5][C:6]=1[C:7]([O:9]CC)=O.[NH2:18][C:19]1C(C2C=CC=CC=2)=NNC=1C(O)=O.C(O)(=O)C.C(N)=N, predict the reaction product. (3) The product is: [CH3:1][C:2]1[C:6]([C:7]2[CH:14]=[C:13]([N+:15]([O-:17])=[O:16])[C:10]([N:11]([CH3:12])[C:23]([CH:20]3[CH2:22][CH2:21]3)=[O:24])=[C:9]([I:18])[CH:8]=2)=[C:5]([CH3:19])[O:4][N:3]=1. Given the reactants [CH3:1][C:2]1[C:6]([C:7]2[CH:14]=[C:13]([N+:15]([O-:17])=[O:16])[C:10]([NH:11][CH3:12])=[C:9]([I:18])[CH:8]=2)=[C:5]([CH3:19])[O:4][N:3]=1.[CH:20]1([C:23](Cl)=[O:24])[CH2:22][CH2:21]1, predict the reaction product. (4) The product is: [CH3:30][O:29][C:26]1[N:25]=[N:24][C:23]([O:21][C:19]2[CH:18]=[CH:17][C:15]3[N:16]=[C:12]([N:9]4[CH2:10][CH2:11][C@@H:7]([N:1]5[CH2:6][CH2:5][CH2:4][CH2:3][CH2:2]5)[CH2:8]4)[S:13][C:14]=3[CH:20]=2)=[CH:28][CH:27]=1. Given the reactants [N:1]1([C@@H:7]2[CH2:11][CH2:10][N:9]([C:12]3[S:13][C:14]4[CH:20]=[C:19]([OH:21])[CH:18]=[CH:17][C:15]=4[N:16]=3)[CH2:8]2)[CH2:6][CH2:5][CH2:4][CH2:3][CH2:2]1.Cl[C:23]1[N:24]=[N:25][C:26]([O:29][CH3:30])=[CH:27][CH:28]=1.[O-]P([O-])([O-])=O.[K+].[K+].[K+], predict the reaction product. (5) Given the reactants [F:1][C:2]1[CH:7]=[CH:6][C:5]([NH:8][C:9]([NH:11][C:12]2[CH:17]=[CH:16][C:15]([CH2:18][NH:19][C:20]3[C:29]4[C:24](=[CH:25][CH:26]=[C:27]([CH3:30])[CH:28]=4)[N:23]=[C:22](Cl)[N:21]=3)=[CH:14][CH:13]=2)=[O:10])=[CH:4][CH:3]=1.Cl.[CH3:33][NH:34][CH3:35], predict the reaction product. The product is: [CH3:33][N:34]([CH3:35])[C:22]1[N:21]=[C:20]([NH:19][CH2:18][C:15]2[CH:16]=[CH:17][C:12]([NH:11][C:9]([NH:8][C:5]3[CH:6]=[CH:7][C:2]([F:1])=[CH:3][CH:4]=3)=[O:10])=[CH:13][CH:14]=2)[C:29]2[C:24](=[CH:25][CH:26]=[C:27]([CH3:30])[CH:28]=2)[N:23]=1. (6) Given the reactants [C:1]([C:4]1[CH:15]=[CH:14][C:7]([CH:8]=[N:9][NH:10][C:11](=[S:13])[NH2:12])=[C:6]([NH2:16])[CH:5]=1)(=[O:3])[CH3:2].Br[CH2:18][C:19]([C:21]1[CH:26]=[CH:25][CH:24]=[C:23]([Cl:27])[CH:22]=1)=O, predict the reaction product. The product is: [NH2:16][C:6]1[CH:5]=[C:4]([C:1](=[O:3])[CH3:2])[CH:15]=[CH:14][C:7]=1[CH:8]=[N:9][NH:10][C:11]1[S:13][CH:18]=[C:19]([C:21]2[CH:26]=[CH:25][CH:24]=[C:23]([Cl:27])[CH:22]=2)[N:12]=1.